This data is from Catalyst prediction with 721,799 reactions and 888 catalyst types from USPTO. The task is: Predict which catalyst facilitates the given reaction. (1) Reactant: [NH2:1][C:2]([CH3:18])([CH2:5][O:6][C:7]1[CH:8]=[CH:9][C:10]2[CH2:14][O:13][B:12]([OH:15])[C:11]=2[C:16]=1[Br:17])[C:3]#[N:4].CCN(C(C)C)C(C)C.[F:28][C:29]([F:41])([F:40])[O:30][C:31]1[CH:39]=[CH:38][C:34]([C:35](Cl)=[O:36])=[CH:33][CH:32]=1.O=S(Cl)Cl.Cl. Product: [Br:17][C:16]1[C:11]2[B:12]([OH:15])[O:13][CH2:14][C:10]=2[CH:9]=[CH:8][C:7]=1[O:6][CH2:5][C:2]([NH:1][C:35](=[O:36])[C:34]1[CH:38]=[CH:39][C:31]([O:30][C:29]([F:28])([F:40])[F:41])=[CH:32][CH:33]=1)([C:3]#[N:4])[CH3:18]. The catalyst class is: 1. (2) Reactant: [OH:1][NH:2][C:3](=[NH:7])[CH:4]([CH3:6])[CH3:5].[H-].[Na+].[C:10]([O:14][C:15]([NH:17][CH2:18][CH2:19][C:20](OC)=O)=[O:16])([CH3:13])([CH3:12])[CH3:11].O. Product: [C:10]([O:14][C:15](=[O:16])[NH:17][CH2:18][CH2:19][C:20]1[O:1][N:2]=[C:3]([CH:4]([CH3:6])[CH3:5])[N:7]=1)([CH3:13])([CH3:12])[CH3:11]. The catalyst class is: 9. (3) Reactant: C([O:3][C:4](=[O:41])[CH2:5][O:6][C@H:7]1[CH2:12][CH2:11][C@H:10]([N:13]2[C:18](=[O:19])[C:17]([CH2:20][C:21]3[CH:26]=[CH:25][C:24]([C:27]4[CH:32]=[CH:31][CH:30]=[CH:29][C:28]=4[C:33]#[N:34])=[CH:23][CH:22]=3)=[C:16]([CH2:35][CH2:36][CH3:37])[N:15]3[N:38]=[CH:39][N:40]=[C:14]23)[CH2:9][CH2:8]1)C.[OH-].[Na+].CO.Cl. Product: [C:33]([C:28]1[CH:29]=[CH:30][CH:31]=[CH:32][C:27]=1[C:24]1[CH:25]=[CH:26][C:21]([CH2:20][C:17]2[C:18](=[O:19])[N:13]([C@H:10]3[CH2:11][CH2:12][C@H:7]([O:6][CH2:5][C:4]([OH:41])=[O:3])[CH2:8][CH2:9]3)[C:14]3[N:15]([N:38]=[CH:39][N:40]=3)[C:16]=2[CH2:35][CH2:36][CH3:37])=[CH:22][CH:23]=1)#[N:34]. The catalyst class is: 132. (4) Reactant: [Cl:1][C:2]1[C:7]([O:8][CH3:9])=[CH:6][C:5]([O:10][CH3:11])=[CH:4][C:3]=1[C:12]1[C:27](=[O:28])[N:26]([CH2:29][CH2:30][C:31]2[CH:36]=[CH:35][C:34]([NH:37]C(=O)OC(C)(C)C)=[CH:33][CH:32]=2)[C:15]2[N:16]=[C:17]([NH:20][CH2:21][C:22]([OH:25])([CH3:24])[CH3:23])[N:18]=[CH:19][C:14]=2[CH:13]=1.C(O)(C(F)(F)F)=O. Product: [NH2:37][C:34]1[CH:35]=[CH:36][C:31]([CH2:30][CH2:29][N:26]2[C:15]3[N:16]=[C:17]([NH:20][CH2:21][C:22]([OH:25])([CH3:24])[CH3:23])[N:18]=[CH:19][C:14]=3[CH:13]=[C:12]([C:3]3[CH:4]=[C:5]([O:10][CH3:11])[CH:6]=[C:7]([O:8][CH3:9])[C:2]=3[Cl:1])[C:27]2=[O:28])=[CH:32][CH:33]=1. The catalyst class is: 2.